This data is from Forward reaction prediction with 1.9M reactions from USPTO patents (1976-2016). The task is: Predict the product of the given reaction. (1) Given the reactants [CH2:1]([O:3][C:4]1[S:5][C:6]([C:17]([OH:19])=O)=[C:7]2[C:15]=1[C:14]1[N:13]([CH3:16])[N:12]=[CH:11][C:10]=1[CH2:9][CH2:8]2)[CH3:2].C1C=CC2N(O)N=[N:26]C=2C=1.N.CCN=C=NCCCN(C)C, predict the reaction product. The product is: [CH2:1]([O:3][C:4]1[S:5][C:6]([C:17]([NH2:26])=[O:19])=[C:7]2[C:15]=1[C:14]1[N:13]([CH3:16])[N:12]=[CH:11][C:10]=1[CH2:9][CH2:8]2)[CH3:2]. (2) Given the reactants C(OC([N:8]1[CH2:12][CH2:11][CH2:10][CH:9]1[CH2:13][CH2:14][N:15]([CH2:18][C:19]1[CH:24]=[CH:23][CH:22]=[C:21]([C:25]2[CH:30]=[CH:29][N:28]=[C:27](Cl)[N:26]=2)[CH:20]=1)[CH2:16][CH3:17])=O)(C)(C)C.[NH2:32][CH2:33][CH2:34][C:35]1[CH:36]=[C:37]([OH:41])[CH:38]=[CH:39][CH:40]=1, predict the reaction product. The product is: [CH2:16]([N:15]([CH2:18][C:19]1[CH:20]=[C:21]([C:25]2[CH:30]=[CH:29][N:28]=[C:27]([NH:32][CH2:33][CH2:34][C:35]3[CH:36]=[C:37]([OH:41])[CH:38]=[CH:39][CH:40]=3)[N:26]=2)[CH:22]=[CH:23][CH:24]=1)[CH2:14][CH2:13][C@@H:9]1[CH2:10][CH2:11][CH2:12][NH:8]1)[CH3:17]. (3) Given the reactants [Al+3].[Cl-].[Cl-].[Cl-].[H-].[Al+3].[Li+].[H-].[H-].[H-].[Br:11][C:12]#[C:13][C@H:14]([OH:24])[CH2:15][O:16][C:17]1[CH:22]=[CH:21][C:20]([F:23])=[CH:19][CH:18]=1.[OH-].[Na+], predict the reaction product. The product is: [Br:11]/[CH:12]=[CH:13]\[C@H:14]([OH:24])[CH2:15][O:16][C:17]1[CH:22]=[CH:21][C:20]([F:23])=[CH:19][CH:18]=1. (4) Given the reactants [F:1][C:2]1[CH:7]=[CH:6][C:5]([C:8]2[O:12][C:11]([CH:13]3[CH2:18][CH2:17][N:16]([CH2:19][C:20]([O:22]C)=[O:21])[CH2:15][CH2:14]3)=[N:10][N:9]=2)=[CH:4][CH:3]=1.[OH-].[Na+:25].[ClH:26], predict the reaction product. The product is: [F:1][C:2]1[CH:3]=[CH:4][C:5]([C:8]2[O:12][C:11]([CH:13]3[CH2:14][CH2:15][N:16]([CH2:19][C:20]([OH:22])=[O:21])[CH2:17][CH2:18]3)=[N:10][N:9]=2)=[CH:6][CH:7]=1.[Na+:25].[Cl-:26]. (5) Given the reactants [Br:1][C:2]1[CH:7]=[C:6]([F:8])[CH:5]=[CH:4][C:3]=1[C:9]([F:12])([F:11])[F:10].[N+:13]([O-])([O-:15])=[O:14].[K+], predict the reaction product. The product is: [Br:1][C:2]1[CH:7]=[C:6]([F:8])[C:5]([N+:13]([O-:15])=[O:14])=[CH:4][C:3]=1[C:9]([F:12])([F:10])[F:11]. (6) Given the reactants C[O:2][C:3](=O)[C:4]1[CH:9]=[C:8]([O:10][CH2:11][CH3:12])[C:7]([I:13])=[C:6]([NH2:14])[CH:5]=1.[H-].C([Al+]CC(C)C)C(C)C, predict the reaction product. The product is: [NH2:14][C:6]1[CH:5]=[C:4]([CH2:3][OH:2])[CH:9]=[C:8]([O:10][CH2:11][CH3:12])[C:7]=1[I:13]. (7) Given the reactants [O:1]1[C:5]2[CH:6]=[CH:7][C:8]([CH2:10][C:11]3[CH:16]=[CH:15][CH:14]=[CH:13][N:12]=3)=[CH:9][C:4]=2[CH:3]=[CH:2]1.[Li]CCCC.[B:22](OC(C)C)([O:27]C(C)C)[O:23]C(C)C, predict the reaction product. The product is: [N:12]1[CH:13]=[CH:14][CH:15]=[CH:16][C:11]=1[CH2:10][C:8]1[CH:7]=[CH:6][C:5]2[O:1][C:2]([B:22]([OH:27])[OH:23])=[CH:3][C:4]=2[CH:9]=1. (8) Given the reactants [F:1][C:2]1[CH:21]=[CH:20][C:5]2[CH2:6][C:7]3[CH:19]=[CH:18][CH:17]=[CH:16][C:8]=3[C@H:9]3[CH2:14][C:13](=O)[CH2:12][O:11][C@@H:10]3[C:4]=2[CH:3]=1.C[CH2:23][N:24](CC)CC.CN.Cl, predict the reaction product. The product is: [F:1][C:2]1[CH:21]=[CH:20][C:5]2[CH2:6][C:7]3[CH:19]=[CH:18][CH:17]=[CH:16][C:8]=3[C@H:9]3[CH2:14][C@H:13]([NH:24][CH3:23])[CH2:12][O:11][C@@H:10]3[C:4]=2[CH:3]=1. (9) Given the reactants C(N)CC.[N+:5]([C:8]1[CH:13]=[C:12]([N+:14]([O-:16])=[O:15])[CH:11]=[CH:10][C:9]=1[CH:17](C(=O)C)[C:18]([O:20][CH2:21][CH3:22])=[O:19])([O-:7])=[O:6], predict the reaction product. The product is: [N+:5]([C:8]1[CH:13]=[C:12]([N+:14]([O-:16])=[O:15])[CH:11]=[CH:10][C:9]=1[CH2:17][C:18]([O:20][CH2:21][CH3:22])=[O:19])([O-:7])=[O:6].